From a dataset of Experimentally validated miRNA-target interactions with 360,000+ pairs, plus equal number of negative samples. Binary Classification. Given a miRNA mature sequence and a target amino acid sequence, predict their likelihood of interaction. (1) The miRNA is mmu-miR-590-5p with sequence GAGCUUAUUCAUAAAAGUGCAG. The protein sequence of the target gene is MPRAGRAPAEGGPAPGTRSSRCLRPRPLAWRRLVPNFGAWAPRKGAARVGRPVLSPRTSGAAGEPTCGAGSPGTLEEGVASGRTRRRTQSAGEVAKCRWGLGQEPLCPRGAVLLNSFSPPAWPQFPPALRLRALAWPQPRGPACGSTAQWPPRGDPTWRIS. Result: 0 (no interaction). (2) The miRNA is hsa-miR-532-5p with sequence CAUGCCUUGAGUGUAGGACCGU. The protein sequence of the target gene is MSGDATRTLGKGSQPPGPVPEGLIRIYSMRFCPYSHRTRLVLKAKDIRHEVVNINLRNKPEWYYTKHPFGHIPVLETSQCQLIYESVIACEYLDDAYPGRKLFPYDPYERARQKMLLELFCKVPHLTKECLVALRCGRECTNLKAALRQEFSNLEEILEYQNTTFFGGTCISMIDYLLWPWFERLDVYGILDCVSHTPALRLWISAMKWDPTVCALLMDKSIFQGFLNLYFQNNPNAFDFGLC. Result: 1 (interaction). (3) The miRNA is hsa-miR-6892-3p with sequence UCCCUCUCCCACCCCUUGCAG. The protein sequence of the target gene is MTQPVPRLSVPAALALGSAALGAAFATGLFLGRRCPPWRGRREQCLLPPEDSRLWQYLLSRSMREHPALRSLRLLTLEQPQGDSMMTCEQAQLLANLARLIQAKKALDLGTFTGYSALALALALPADGRVVTCEVDAQPPELGRPLWRQAEAEHKIDLRLKPALETLDELLAAGEAGTFDVAVVDADKENCSAYYERCLQLLRPGGILAVLRVLWRGKVLQPPKGDVAAECVRNLNERIRRDVRVYISLLPLGDGLTLAFKI. Result: 0 (no interaction). (4) The miRNA is hsa-miR-4700-5p with sequence UCUGGGGAUGAGGACAGUGUGU. The protein sequence of the target gene is MPSEKTFKQRRSFEQRVEDVRLIREQHPTKIPVIIERYKGEKQLPVLDKTKFLVPDHVNMSELIKIIRRRLQLNANQAFFLLVNGHSMVSVSTPISEVYESERDEDGFLYMVYASQETFGTAMAV. Result: 0 (no interaction). (5) The miRNA is hsa-miR-4685-3p with sequence UCUCCCUUCCUGCCCUGGCUAG. The protein sequence of the target gene is MDNRNTQMYTEEEKTVNPFLPSTPGPKKAKGGGEAVETHPAPGPLPPPEVRDIGERREPDRAQQQPQKPAVAAGTQSLGNFRQGFMKCLLEVEKMEASHRRASKARSQTAQKSPRTLTPVPTSAPSLPQTPASVPASGPSWARLPAPGPEPAPMGAPVPTSMPCPVLLGPALDLGWRRMELLHQSSERTLSYAKARQEPEEQSLQKLYQNREKSEEQLTLKQEEAFRSYFEIFNGPGEVDAQSLKNILLLMGFSVTLAQVEDALMSADVNGDGRVDFKDFLAVMTDTRRFFCSVEQNALS.... Result: 0 (no interaction).